This data is from Catalyst prediction with 721,799 reactions and 888 catalyst types from USPTO. The task is: Predict which catalyst facilitates the given reaction. (1) Reactant: [CH:1]1([C@@H:7]([NH:9][C:10]([C:12]2[C:21]3[C:16](=[CH:17][CH:18]=[C:19]([F:22])[CH:20]=3)[N:15]=[C:14]([C:23]3[S:24][CH:25]=[CH:26][CH:27]=3)[C:13]=2[CH2:28][N:29]2[CH2:34][CH2:33][N:32]([CH2:35][C:36](O)=[O:37])[C:31](=[O:39])[CH2:30]2)=[O:11])[CH3:8])[CH2:6][CH2:5][CH2:4][CH2:3][CH2:2]1.[NH:40]1[CH2:45][CH2:44][O:43][CH2:42][CH2:41]1.CN(C(ON1N=NC2C=CC=CC1=2)=[N+](C)C)C.F[P-](F)(F)(F)(F)F.CN1CCOCC1. Product: [CH:1]1([C@@H:7]([NH:9][C:10]([C:12]2[C:21]3[C:16](=[CH:17][CH:18]=[C:19]([F:22])[CH:20]=3)[N:15]=[C:14]([C:23]3[S:24][CH:25]=[CH:26][CH:27]=3)[C:13]=2[CH2:28][N:29]2[CH2:34][CH2:33][N:32]([CH2:35][C:36]([N:40]3[CH2:45][CH2:44][O:43][CH2:42][CH2:41]3)=[O:37])[C:31](=[O:39])[CH2:30]2)=[O:11])[CH3:8])[CH2:2][CH2:3][CH2:4][CH2:5][CH2:6]1. The catalyst class is: 3. (2) Reactant: Br[CH2:2][CH:3]1[O:7][C:6]([C:9]23[CH2:18][CH:13]4[CH2:14][CH:15]([CH2:17][CH:11]([CH2:12]4)[CH2:10]2)[CH2:16]3)([CH3:8])[O:5][C:4]1=[O:19].C1CCN2C(=NCCC2)CC1. Product: [CH2:2]=[C:3]1[O:7][C:6]([C:9]23[CH2:16][CH:15]4[CH2:17][CH:11]([CH2:12][CH:13]([CH2:14]4)[CH2:18]2)[CH2:10]3)([CH3:8])[O:5][C:4]1=[O:19]. The catalyst class is: 740. (3) Reactant: [CH3:1][C:2]1([CH3:20])[O:6][CH:5]2[O:7][CH:8]([CH2:10][O:11]C(=O)C3C=CC=CC=3)[CH2:9][CH:4]2[O:3]1.C[O-].[Na+].Cl. Product: [CH3:1][C:2]1([CH3:20])[O:6][CH:5]2[O:7][CH:8]([CH2:10][OH:11])[CH2:9][CH:4]2[O:3]1. The catalyst class is: 5. (4) Reactant: C([O:3][C:4]([C:6]1[CH:7]=[N:8][C:9]2[C:14]([CH:15]=1)=[CH:13][CH:12]=[C:11]([O:16][CH3:17])[CH:10]=2)=O)C.[NH3:18]. Product: [C:4]([C:6]1[CH:7]=[N:8][C:9]2[C:14]([CH:15]=1)=[CH:13][CH:12]=[C:11]([O:16][CH3:17])[CH:10]=2)(=[O:3])[NH2:18]. The catalyst class is: 5. (5) Reactant: Br[CH2:2][C:3]([C:5]1[CH:10]=[CH:9][C:8]([CH:11]([CH3:13])[CH3:12])=[CH:7][CH:6]=1)=O.[C:14]([C:17]1[CH:18]=[C:19]([CH:25]=[CH:26][CH:27]=1)[C:20]([O:22][CH2:23]C)=[O:21])(=[NH:16])[NH2:15].C([O-])([O-])=O.[K+].[K+]. Product: [CH:11]([C:8]1[CH:9]=[CH:10][C:5]([C:3]2[NH:16][C:14]([C:17]3[CH:18]=[C:19]([CH:25]=[CH:26][CH:27]=3)[C:20]([O:22][CH3:23])=[O:21])=[N:15][CH:2]=2)=[CH:6][CH:7]=1)([CH3:13])[CH3:12]. The catalyst class is: 22.